This data is from Drug-target binding data from BindingDB using Kd measurements. The task is: Regression. Given a target protein amino acid sequence and a drug SMILES string, predict the binding affinity score between them. We predict pKd (pKd = -log10(Kd in M); higher means stronger binding). Dataset: bindingdb_kd. (1) The drug is O=C(OCC1CCCC1)N1CCCC1. The target protein (P9WMC1) has sequence MTTSAASQASLPRGRRTARPSGDDRELAILATAENLLEDRPLADISVDDLAKGAGISRPTFYFYFPSKEAVLLTLLDRVVNQADMALQTLAENPADTDRENMWRTGINVFFETFGSHKAVTRAGQAARATSVEVAELWSTFMQKWIAYTAAVIDAERDRGAAPRTLPAHELATALNLMNERTLFASFAGEQPSVPEARVLDTLVHIWVTSIYGENR. The pKd is 4.8. (2) The small molecule is NC(N)=NCCCC(NC(=O)[C@@H](N)Cc1ccccc1)C(=O)Nc1ccc2ccccc2c1. The target protein sequence is MPNFFIDRPIFAWVIAIIIMLAGGLAILKLPVAQYPTIAPPAVTISASYPGADAKTVQDTVTQVIEQNMNGIDNLMYMSSNSDSTGTVQITLTFESGTDADIAQVQVQNKLQLAMPLLPQEVQQQGVSVEKSSSSFLMVVGVINTDGTMTQEDISDYVAANMKDAISRTSGVGDVQLFGSQYAMRIWMNPNELNKFQLTPVDVITAIKAQNAQVAAGQLGGTPPVKGQQLNASIIAQTRLTSTEEFGKILLKVNQDGSRVLLRDVAKIELGGENYDIIAEFNGQPASGLGIKLATGANALDTAAAIRAELAKMEPFFPSGLKIVYPYDTTPFVKISIHEVVKTLVEAIILVFLVMYLFLQNFRATLIPTIAVPVVLLGTFAVLAAFGFSINTLTMFGMVLAIGLLVDDAIVVVENVERVMAEEGLPPKEATRKSMGQIQGALVGIAMVLSAVFVPMAFFGGSTGAIYRQFSITIVSAMALSVLVALILTPALCATMLKPI.... The pKd is 3.2. (3) The drug is NC[C@H](NC(=O)c1ccc(C#Cc2ccccc2)cc1)C(=O)NO. The target protein (O67648) has sequence MGLEKTVKEKLSFEGVGIHTGEYSKLIIHPEKEGTGIRFFKNGVYIPARHEFVVHTNHSTDLGFKGQRIKTVEHILSVLHLLEITNVTIEVIGNEIPILDGSGWEFYEAIRKNILNQNREIDYFVVEEPIIVEDEGRLIKAEPSDTLEVTYEGEFKNFLGRQKFTFVEGNEEEIVLARTFCFDWEIEHIKKVGLGKGGSLKNTLVLGKDKVYNPEGLRYENEPVRHKVFDLIGDLYLLGSPVKGKFYSFRGGHSLNVKLVKELAKKQKLTRDLPHLPSVQAL. The pKd is 5.6. (4) The small molecule is CC[C@H](C)[C@H](NC(=O)[C@H](CCC(N)=O)NC(=O)[C@H](CO)NC(=O)[C@H](Cc1ccc(O)cc1)NC(=O)[C@@H](N)CC(=O)O)C(=O)N[C@@H](CC(=O)O)C(=O)N[C@@H](CO)C(=O)N[C@@H](C)C(=O)N1CCC[C@H]1C(=O)N[C@@H](CCC(=O)O)C(=O)N[C@@H](CCC(=O)O)C(=O)O. The target protein sequence is AGKDYTVIANPGKVEVPGKIEVREFFWYGCPHCFKLEPHMQTWLKQIPSDVRFVRTPAAMNKVWEQGARTYYTSEALGVRKRTHLPLFHAIQVNGQQIFDQASAAKFFTRYGVPEQKFNSTYNSFAVTAKVAESNKLAQQYQLTGVPAVVVNGKYVVQGEDGKVTQVLNYLIEKERKAK. The pKd is 6.3. (5) The small molecule is C[C@@H](CO)NC(=O)c1cnn2c(O)cc(-c3ccccc3)nc12. The target protein (Q8N884) has sequence MQPWHGKAMQRASEAGATAPKASARNARGAPMDPTESPAAPEAALPKAGKFGPARKSGSRQKKSAPDTQERPPVRATGARAKKAPQRAQDTQPSDATSAPGAEGLEPPAAREPALSRAGSCRQRGARCSTKPRPPPGPWDVPSPGLPVSAPILVRRDAAPGASKLRAVLEKLKLSRDDISTAAGMVKGVVDHLLLRLKCDSAFRGVGLLNTGSYYEHVKISAPNEFDVMFKLEVPRIQLEEYSNTRAYYFVKFKRNPKENPLSQFLEGEILSASKMLSKFRKIIKEEINDIKDTDVIMKRKRGGSPAVTLLISEKISVDITLALESKSSWPASTQEGLRIQNWLSAKVRKQLRLKPFYLVPKHAKEGNGFQEETWRLSFSHIEKEILNNHGKSKTCCENKEEKCCRKDCLKLMKYLLEQLKERFKDKKHLDKFSSYHVKTAFFHVCTQNPQDSQWDRKDLGLCFDNCVTYFLQCLRTEKLENYFIPEFNLFSSNLIDKRS.... The pKd is 5.6. (6) The drug is COC(=O)c1ccc2c(c1)NC(=O)/C2=C(\Nc1ccc(N(C)C(=O)CN2CCN(C)CC2)cc1)c1ccccc1. The target protein (Q9UK32) has sequence MLPFAPQDEPWDREMEVFSGGGASSGEVNGLKMVDEPMEEGEADSCHDEGVVKEIPITHHVKEGYEKADPAQFELLKVLGQGSFGKVFLVRKKTGPDAGQLYAMKVLKKASLKVRDRVRTKMERDILVEVNHPFIVKLHYAFQTEGKLYLILDFLRGGDVFTRLSKEVLFTEEDVKFYLAELALALDHLHQLGIVYRDLKPENILLDEIGHIKLTDFGLSKESVDQEKKAYSFCGTVEYMAPEVVNRRGHSQSADWWSYGVLMFEMLTGTLPFQGKDRNETMNMILKAKLGMPQFLSAEAQSLLRMLFKRNPANRLGSEGVEEIKRHLFFANIDWDKLYKREVQPPFKPASGKPDDTFCFDPEFTAKTPKDSPGLPASANAHQLFKGFSFVATSIAEEYKITPITSANVLPIVQINGNAAQFGEVYELKEDIGVGSYSVCKRCIHATTNMEFAVKIIDKSKRDPSEEIEILMRYGQHPNIITLKDVFDDGRYVYLVTDLM.... The pKd is 5.0. (7) The pKd is 5.0. The target protein (Q6P3R8) has sequence MDKYDVIKAIGQGAFGKAYLAKGKSDSKHCVIKEINFEKMPIQEKEASKKEVILLEKMKHPNIVAFFNSFQENGRLFIVMEYCDGGDLMKRINRQRGVLFSEDQILGWFVQISLGLKHIHDRKILHRDIKAQNIFLSKNGMVAKLGDFGIARVLNNSMELARTCIGTPYYLSPEICQNKPYNNKTDIWSLGCVLYELCTLKHPFEGNNLQQLVLKICQAHFAPISPGFSRELHSLISQLFQVSPRDRPSINSILKRPFLENLIPKYLTPEVIQEEFSHMLICRAGAPASRHAGKVVQKCKIQKVRFQGKCPPRSRISVPIKRNAILHRNEWRPPAGAQKARSIKMIERPKIAAVCGHYDYYYAQLDMLRRRAHKPSYHPIPQENTGVEDYGQETRHGPSPSQWPAEYLQRKFEAQQYKLKVEKQLGLRPSSAEPNYNQRQELRSNGEEPRFQELPFRKNEMKEQEYWKQLEEIRQQYHNDMKEIRKKMGREPEENSKISH.... The drug is Cc1[nH]c(/C=C2\C(=O)Nc3ccc(F)cc32)c(C)c1C(=O)NC[C@H](O)CN1CCOCC1. (8) The compound is CSCC[C@H](NC(=O)[C@H](Cc1ccc(O)cc1)NC(=O)[C@H](CC(C)C)NC(=O)[C@H](CC(N)=O)NC(=O)[C@@H](NC(=O)CCNC(=S)Nc1ccc(-c2c3ccc(=O)cc-3oc3cc(O)ccc23)c(C(=O)O)c1)[C@@H](C)O)C(=O)N[C@@H](CC(C)C)C(N)=O. The target protein (P0A722) has sequence MIDKSAFVHPTAIVEEGASIGANAHIGPFCIVGPHVEIGEGTVLKSHVVVNGHTKIGRDNEIYQFASIGEVNQDLKYAGEPTRVEIGDRNRIRESVTIHRGTVQGGGLTKVGSDNLLMINAHIAHDCTVGNRCILANNATLAGHVSVDDFAIIGGMTAVHQFCIIGAHVMVGGCSGVAQDVPPYVIAQGNHATPFGVNIEGLKRRGFSREAITAIRNAYKLIYRSGKTLDEVKPEIAELAETYPEVKAFTDFFARSTRGLIR. The pKd is 4.9. (9) The drug is COc1cc2c(cc1OC)C1CC(=O)C(CC(C)C)CN1CC2. The target protein sequence is MALSDLVLLRWLRDSRHSRKLILFIVFLALLLDNMLLTVVVPIIPSYLYSIKHEKNSTEIQTTRPELVVSTSESIFSYYNNSTVLITGNATGTLPGGQSHKATSTQHTVANTTVPSDCPSEDRDLLNENVQVGLLFASKATVQLLTNPFIGLLTNRIGYPIPMFAGFCIMFISTVMFAFSSSYAFLLIARSLQGIGSSCSSVAGMGMLASVYTDDEERGKPMGIALGGLAMGVLVGPPFGSVLYEFVGKTAPFLVLAALVLLDGAIQLFVLQPSRVQPESQKGTPLTTLLKDPYILIAAGSICFANMPIAMLEPALPIWMMETMCSRKWQLGVAFLPASISYLIGTNIFGILAHKMGRWLCALLGMVIVGISILCIPFAKNIYGLIAPNFGVGFAIGMVDSSMMPIMGYLVDLRHVSVYGSVYAIADVAFCMGYAIGPSAGGAIAKAIGFPWLMTIIGIIDIAFAPLCFFLRSPPAKEEKMAILMDHNCPIKRKMYTQNN.... The pKd is 8.7. (10) The drug is COCc1cc(=O)oc2cc3occ(C)c3cc12. The target protein (P16389) has sequence MTVATGDPADEAAALPGHPQDTYDPEADHECCERVVINISGLRFETQLKTLAQFPETLLGDPKKRMRYFDPLRNEYFFDRNRPSFDAILYYYQSGGRLRRPVNVPLDIFSEEIRFYELGEEAMEMFREDEGYIKEEERPLPENEFQRQVWLLFEYPESSGPARIIAIVSVMVILISIVSFCLETLPIFRDENEDMHGSGVTFHTYSNSTIGYQQSTSFTDPFFIVETLCIIWFSFEFLVRFFACPSKAGFFTNIMNIIDIVAIIPYFITLGTELAEKPEDAQQGQQAMSLAILRVIRLVRVFRIFKLSRHSKGLQILGQTLKASMRELGLLIFFLFIGVILFSSAVYFAEADERESQFPSIPDAFWWAVVSMTTVGYGDMVPTTIGGKIVGSLCAIAGVLTIALPVPVIVSNFNYFYHRETEGEEQAQYLQVTSCPKIPSSPDLKKSRSASTISKSDYMEIQEGVNNSNEDFREENLKTANCTLANTNYVNITKMLTDV. The pKd is 4.7.